This data is from Full USPTO retrosynthesis dataset with 1.9M reactions from patents (1976-2016). The task is: Predict the reactants needed to synthesize the given product. (1) Given the product [NH2:7][CH2:8][C:9]([N:11]1[CH2:20][CH2:19][C:18]2[C:13](=[C:14]([N:23]3[CH2:24][CH2:25][N:26]([CH3:29])[CH2:27][CH2:28]3)[CH:15]=[CH:16][C:17]=2[O:21][CH3:22])[CH2:12]1)=[O:10], predict the reactants needed to synthesize it. The reactants are: C(OC(=O)[NH:7][CH2:8][C:9]([N:11]1[CH2:20][CH2:19][C:18]2[C:13](=[C:14]([N:23]3[CH2:28][CH2:27][N:26]([CH3:29])[CH2:25][CH2:24]3)[CH:15]=[CH:16][C:17]=2[O:21][CH3:22])[CH2:12]1)=[O:10])(C)(C)C.C(O)(C(F)(F)F)=O. (2) Given the product [F:9][C:8]([F:11])([F:10])[C:6]1[CH:5]=[CH:4][N:3]=[C:2]([O:13][CH3:12])[CH:7]=1, predict the reactants needed to synthesize it. The reactants are: Cl[C:2]1[CH:7]=[C:6]([C:8]([F:11])([F:10])[F:9])[CH:5]=[CH:4][N:3]=1.[CH3:12][O-:13].[Na+].O. (3) The reactants are: [C:1]1(/[CH:7]=[CH:8]/[C:9]2[CH:10]=[CH:11][C:12]([NH:18][C:19](=[O:21])[CH3:20])=[C:13]([CH:17]=2)[C:14]([OH:16])=[O:15])[CH:6]=[CH:5][CH:4]=[CH:3][CH:2]=1.[C:22](=O)([O-])[O-].[K+].[K+].CI. Given the product [C:1]1(/[CH:7]=[CH:8]/[C:9]2[CH:10]=[CH:11][C:12]([NH:18][C:19](=[O:21])[CH3:20])=[C:13]([CH:17]=2)[C:14]([O:16][CH3:22])=[O:15])[CH:2]=[CH:3][CH:4]=[CH:5][CH:6]=1, predict the reactants needed to synthesize it. (4) Given the product [Br:1][C:2]1[N:6]=[C:5]([N:21]2[CH2:20][CH2:19][N:18]([CH2:17][CH2:16][C:15]3[CH:24]=[CH:25][C:12]([O:11][CH3:10])=[CH:13][CH:14]=3)[CH2:23][CH2:22]2)[S:4][N:3]=1, predict the reactants needed to synthesize it. The reactants are: [Br:1][C:2]1[N:6]=[C:5](Cl)[S:4][N:3]=1.Cl.Cl.[CH3:10][O:11][C:12]1[CH:25]=[CH:24][C:15]([CH2:16][CH2:17][N:18]2[CH2:23][CH2:22][NH:21][CH2:20][CH2:19]2)=[CH:14][CH:13]=1.CCN(C(C)C)C(C)C. (5) Given the product [C:1]12([C:11]([N:50]3[CH2:49][CH2:48][N:47]4[CH:51]=[C:52]([C:54]([O:56][CH2:57][CH3:58])=[O:55])[CH:53]=[C:46]4[CH2:45]3)=[O:12])[CH2:10][CH:5]3[CH2:4][CH:3]([CH2:9][CH:7]([CH2:6]3)[CH2:8]1)[CH2:2]2, predict the reactants needed to synthesize it. The reactants are: [C:1]12([C:11](O)=[O:12])[CH2:10][CH:5]3[CH2:6][CH:7]([CH2:9][CH:3]([CH2:4]3)[CH2:2]1)[CH2:8]2.CN(C(ON1N=NC2C=CC=NC1=2)=[N+](C)C)C.F[P-](F)(F)(F)(F)F.C(N(CC)CC)C.[CH2:45]1[NH:50][CH2:49][CH2:48][N:47]2[CH:51]=[C:52]([C:54]([O:56][CH2:57][CH3:58])=[O:55])[CH:53]=[C:46]12.FC(F)(F)C(O)=O.C1NCCN2C=C(C(OCC)=O)C=C12.